This data is from Full USPTO retrosynthesis dataset with 1.9M reactions from patents (1976-2016). The task is: Predict the reactants needed to synthesize the given product. Given the product [O:16]1[CH:17]=[N:18][C:14]([CH2:13][N:5]2[C:1](=[O:11])[C:2]3=[CH:10][CH:9]=[CH:8][CH:7]=[C:3]3[C:4]2=[O:6])=[N:15]1, predict the reactants needed to synthesize it. The reactants are: [C:1]1(=[O:11])[NH:5][C:4](=[O:6])[C:3]2=[CH:7][CH:8]=[CH:9][CH:10]=[C:2]12.Cl[CH2:13][C:14]1[N:18]=[CH:17][O:16][N:15]=1.C(=O)([O-])[O-].[Cs+].[Cs+].O.